This data is from Reaction yield outcomes from USPTO patents with 853,638 reactions. The task is: Predict the reaction yield, written as a fraction of the theoretical maximum amount of product (1.0 means a 100% yield; for example, 0.34 means a 34% yield). (1) The reactants are C1[O:9][C:8]2[CH:7]=[CH:6][C:5]([C:10]([C:12]([C:14]3[CH:19]=[CH:18][C:17]4[O:20]C[O:22][C:16]=4[CH:15]=3)=[O:13])=[O:11])=[CH:4][C:3]=2[O:2]1.B(Br)(Br)Br.CO. The catalyst is C(Cl)Cl. The product is [OH:2][C:3]1[CH:4]=[C:5]([C:10]([C:12]([C:14]2[CH:19]=[CH:18][C:17]([OH:20])=[C:16]([OH:22])[CH:15]=2)=[O:13])=[O:11])[CH:6]=[CH:7][C:8]=1[OH:9]. The yield is 0.470. (2) The reactants are [CH3:1][O:2][C:3]1[CH:19]=[CH:18][C:6]([CH2:7][O:8][CH2:9][C:10]([CH3:17])([CH3:16])[C:11](=O)[CH2:12][C:13]#[N:14])=[CH:5][CH:4]=1.[OH-:20].[Na+].S(O)(O)(=O)=O.[NH2:27]O. The catalyst is O. The product is [CH3:16][C:10]([C:11]1[CH:12]=[C:13]([NH2:14])[O:20][N:27]=1)([CH3:17])[CH2:9][O:8][CH2:7][C:6]1[CH:18]=[CH:19][C:3]([O:2][CH3:1])=[CH:4][CH:5]=1. The yield is 0.410. (3) The reactants are [C:1]([O:7][C:8]([CH3:11])([CH3:10])[CH3:9])(=[O:6])[CH2:2][C:3]([CH3:5])=O.[N+:12]([C:15]1[CH:22]=[CH:21][CH:20]=[CH:19][C:16]=1[CH:17]=O)([O-:14])=[O:13].[NH4+:23].[OH-:24]. The catalyst is CCO. The product is [CH3:5][C:3]1[NH:23][C:3]([CH3:5])=[C:2]([C:1]([O:7][C:8]([CH3:11])([CH3:10])[CH3:9])=[O:24])[CH:17]([C:16]2[CH:19]=[CH:20][CH:21]=[CH:22][C:15]=2[N+:12]([O-:14])=[O:13])[C:2]=1[C:1]([O:7][C:8]([CH3:11])([CH3:10])[CH3:9])=[O:6]. The yield is 0.0900. (4) The reactants are CS(C)=O.C(Cl)(=O)C(Cl)=O.[C:11]([O:19][CH2:20][C@H:21]1[C@H:25]([CH:26]([OH:33])[CH2:27][CH:28]2[O:32][CH2:31][CH2:30][O:29]2)[O:24][C:23]([CH3:35])([CH3:34])[O:22]1)(=[O:18])[C:12]1[CH:17]=[CH:16][CH:15]=[CH:14][CH:13]=1.C(N(CC)CC)C. The catalyst is ClCCl.O. The product is [C:11]([O:19][CH2:20][C@H:21]1[C@H:25]([C:26](=[O:33])[CH2:27][CH:28]2[O:32][CH2:31][CH2:30][O:29]2)[O:24][C:23]([CH3:35])([CH3:34])[O:22]1)(=[O:18])[C:12]1[CH:17]=[CH:16][CH:15]=[CH:14][CH:13]=1. The yield is 0.990. (5) The reactants are [CH2:1]([O:8][C:9]1[CH:14]=[CH:13][C:12](OB(O)O)=[CH:11][CH:10]=1)[C:2]1[CH:7]=[CH:6][CH:5]=[CH:4][CH:3]=1.[C:19]1(=[O:24])[CH2:23][CH2:22][CH:21]=[CH:20]1. No catalyst specified. The product is [CH2:1]([O:8][C:9]1[CH:14]=[CH:13][C:12]([C@@H:21]2[CH2:22][CH2:23][C:19](=[O:24])[CH2:20]2)=[CH:11][CH:10]=1)[C:2]1[CH:7]=[CH:6][CH:5]=[CH:4][CH:3]=1. The yield is 0.640. (6) The reactants are [Cl-].O[NH3+:3].[C:4](=[O:7])([O-])[OH:5].[Na+].CS(C)=O.[CH2:13]([C:17]1[N:22]2[N:23]=[CH:24][CH:25]=[C:21]2[N:20]([C@H:26]2[CH2:31][CH2:30][C@H:29]([O:32][CH2:33][CH:34]([OH:36])[CH3:35])[CH2:28][CH2:27]2)[C:19](=[O:37])[C:18]=1[CH2:38][C:39]1[CH:44]=[CH:43][C:42]([C:45]2[C:46]([C:51]#[N:52])=[CH:47][CH:48]=[CH:49][CH:50]=2)=[CH:41][CH:40]=1)[CH2:14][CH2:15][CH3:16]. The catalyst is C(OCC)(=O)C. The product is [CH2:13]([C:17]1[N:22]2[N:23]=[CH:24][CH:25]=[C:21]2[N:20]([C@H:26]2[CH2:31][CH2:30][C@H:29]([O:32][CH2:33][CH:34]([OH:36])[CH3:35])[CH2:28][CH2:27]2)[C:19](=[O:37])[C:18]=1[CH2:38][C:39]1[CH:40]=[CH:41][C:42]([C:45]2[CH:50]=[CH:49][CH:48]=[CH:47][C:46]=2[C:51]2[NH:3][C:4](=[O:7])[O:5][N:52]=2)=[CH:43][CH:44]=1)[CH2:14][CH2:15][CH3:16]. The yield is 0.700. (7) The reactants are [N:1]1([CH2:6][CH2:7][CH2:8][CH2:9][CH2:10][N:11]2C(=O)C3=CC=CC=C3C2=O)[CH2:5][CH2:4][CH2:3][CH2:2]1.NN.O. The catalyst is C(O)C. The product is [N:1]1([CH2:6][CH2:7][CH2:8][CH2:9][CH2:10][NH2:11])[CH2:5][CH2:4][CH2:3][CH2:2]1. The yield is 0.840. (8) The reactants are [Cl:1][C:2]1[C:7]2[O:8][CH2:9][CH2:10][NH:11][C:6]=2[N:5]=[CH:4][N:3]=1.C(N(C(C)C)CC)(C)C.Br[CH2:22][C:23]1[CH:35]=[CH:34][C:26]([CH2:27][N:28]2[CH:32]=[C:31]([CH3:33])[CH:30]=[N:29]2)=[CH:25][CH:24]=1. The catalyst is CN(C=O)C.C(Cl)(Cl)Cl. The product is [Cl:1][C:2]1[C:7]2[O:8][CH2:9][CH2:10][N:11]([CH2:22][C:23]3[CH:24]=[CH:25][C:26]([CH2:27][N:28]4[CH:32]=[C:31]([CH3:33])[CH:30]=[N:29]4)=[CH:34][CH:35]=3)[C:6]=2[N:5]=[CH:4][N:3]=1. The yield is 0.526. (9) The reactants are Cl[C:2]1[C:7]([O:8][CH3:9])=[CH:6][C:5]([OH:10])=[C:4]([N+:11]([O-])=O)[CH:3]=1. The catalyst is C(OCC)(=O)C.[Pd]. The product is [NH2:11][C:4]1[CH:3]=[CH:2][C:7]([O:8][CH3:9])=[CH:6][C:5]=1[OH:10]. The yield is 0.778. (10) The reactants are [C@@H:1]1([N:9]2[CH:17]=[C:15]([CH3:16])[C:13](=[O:14])[NH:12][C:10]2=[O:11])[O:8][C@H:5]([CH2:6][OH:7])[C@@H:3]([OH:4])[CH2:2]1.[C:18](OC(=O)C)(=[O:20])[CH3:19]. The catalyst is CN(C1C=CN=CC=1)C.N1C=CC=CC=1. The product is [C:18]([O:7][CH2:6][C@H:5]1[O:8][C@@H:1]([N:9]2[CH:17]=[C:15]([CH3:16])[C:13](=[O:14])[NH:12][C:10]2=[O:11])[CH2:2][C@@H:3]1[OH:4])(=[O:20])[CH3:19]. The yield is 0.710.